This data is from Catalyst prediction with 721,799 reactions and 888 catalyst types from USPTO. The task is: Predict which catalyst facilitates the given reaction. (1) Reactant: [OH:1][CH:2]1[CH:7]([NH:8][C:9](=[O:16])[C:10]2[CH:15]=[CH:14][CH:13]=[CH:12][N:11]=2)[CH:6]([CH3:17])[CH2:5][N:4]([C:18]([O:20][CH2:21][C:22]2[CH:27]=[CH:26][CH:25]=[CH:24][CH:23]=2)=[O:19])[CH2:3]1.CC(OI1(OC(C)=O)(OC(C)=O)OC(=O)C2C=CC=CC1=2)=O. Product: [CH3:17][CH:6]1[CH:7]([NH:8][C:9](=[O:16])[C:10]2[CH:15]=[CH:14][CH:13]=[CH:12][N:11]=2)[C:2](=[O:1])[CH2:3][N:4]([C:18]([O:20][CH2:21][C:22]2[CH:27]=[CH:26][CH:25]=[CH:24][CH:23]=2)=[O:19])[CH2:5]1. The catalyst class is: 2. (2) Reactant: [C:1]([N:4]1[CH2:9][CH2:8][N:7]([C:10]2[CH:11]=[CH:12][C:13]([NH:16][C:17](=[O:27])[CH2:18][C:19]3[CH:24]=[CH:23][C:22](Cl)=[C:21]([F:26])[CH:20]=3)=[N:14][CH:15]=2)[CH2:6][CH2:5]1)(=[O:3])[CH3:2].[CH3:28][C:29]1[CH:34]=[C:33]([Sn](CCCC)(CCCC)CCCC)[CH:32]=[CH:31][N:30]=1.CS(C)=O. Product: [C:1]([N:4]1[CH2:9][CH2:8][N:7]([C:10]2[CH:11]=[CH:12][C:13]([NH:16][C:17](=[O:27])[CH2:18][C:19]3[CH:24]=[CH:23][C:22]([C:33]4[CH:32]=[CH:31][N:30]=[C:29]([CH3:28])[CH:34]=4)=[C:21]([F:26])[CH:20]=3)=[N:14][CH:15]=2)[CH2:6][CH2:5]1)(=[O:3])[CH3:2]. The catalyst class is: 151. (3) Reactant: [CH3:1][NH:2][CH3:3].[CH3:4][O:5][C:6]1[CH:14]=[CH:13][CH:12]=[C:11]([O:15][CH3:16])[C:7]=1[C:8](Cl)=[O:9].CCOC(C)=O. Product: [CH3:4][O:5][C:6]1[CH:14]=[CH:13][CH:12]=[C:11]([O:15][CH3:16])[C:7]=1[C:8]([N:2]([CH3:3])[CH3:1])=[O:9]. The catalyst class is: 1. (4) Reactant: [CH2:1]([NH:8][CH2:9][CH:10]([C:12]1[CH:17]=[CH:16][C:15]([Br:18])=[CH:14][CH:13]=1)[OH:11])[C:2]1[CH:7]=[CH:6][CH:5]=[CH:4][CH:3]=1.CCN(CC)CC.Cl[CH2:27][C:28](Cl)=[O:29].[OH-].[K+]. Product: [CH2:1]([N:8]1[CH2:9][CH:10]([C:12]2[CH:13]=[CH:14][C:15]([Br:18])=[CH:16][CH:17]=2)[O:11][CH2:27][C:28]1=[O:29])[C:2]1[CH:3]=[CH:4][CH:5]=[CH:6][CH:7]=1. The catalyst class is: 2. (5) Reactant: [N+]1([O-])C(O)=CC=CC=1.Cl.C(N=C=NCCCN(C)C)C.[C:21]([O:25][C:26]([N:28]1[CH2:34][CH2:33][CH2:32][O:31][C@H:30]([C:35]([OH:37])=O)[CH2:29]1)=[O:27])([CH3:24])([CH3:23])[CH3:22].[NH2:38][C@H:39]([C:55]#[N:56])[CH2:40][C:41]1[CH:46]=[CH:45][C:44]([C:47]2[CH:52]=[CH:51][C:50]([C:53]#[N:54])=[CH:49][CH:48]=2)=[CH:43][CH:42]=1. Product: [C:55]([C@@H:39]([NH:38][C:35]([C@@H:30]1[CH2:29][N:28]([C:26]([O:25][C:21]([CH3:22])([CH3:23])[CH3:24])=[O:27])[CH2:34][CH2:33][CH2:32][O:31]1)=[O:37])[CH2:40][C:41]1[CH:46]=[CH:45][C:44]([C:47]2[CH:52]=[CH:51][C:50]([C:53]#[N:54])=[CH:49][CH:48]=2)=[CH:43][CH:42]=1)#[N:56]. The catalyst class is: 34. (6) Reactant: [Li+].CC([N-]C(C)C)C.[N:9]1([C:20]([O:22][C:23]([CH3:26])([CH3:25])[CH3:24])=[O:21])[CH2:14][CH2:13][CH:12]([C:15]([O:17][CH2:18][CH3:19])=[O:16])[CH2:11][CH2:10]1.[CH2:27](Cl)[O:28][CH2:29][C:30]1[CH:35]=[CH:34][CH:33]=[CH:32][CH:31]=1. Product: [CH2:29]([O:28][CH2:27][C:12]1([C:15]([O:17][CH2:18][CH3:19])=[O:16])[CH2:11][CH2:10][N:9]([C:20]([O:22][C:23]([CH3:25])([CH3:24])[CH3:26])=[O:21])[CH2:14][CH2:13]1)[C:30]1[CH:35]=[CH:34][CH:33]=[CH:32][CH:31]=1. The catalyst class is: 1. (7) Reactant: C(N(C(C)C)CC)(C)C.C1N(P(Cl)(N2C(=O)OCC2)=O)C(=O)OC1.Cl.[Cl:26][CH2:27][CH2:28][CH2:29][CH:30]([C:35]1[CH:40]=[C:39]([F:41])[C:38]([F:42])=[C:37]([F:43])[CH:36]=1)[C:31]([NH:33][NH2:34])=[O:32].[CH3:44][O:45][C:46]1[CH:47]=[C:48](/[CH:58]=[CH:59]/[C:60](O)=[O:61])[CH:49]=[N:50][C:51]=1[N:52]1[CH:56]=[C:55]([CH3:57])[N:54]=[CH:53]1.O.C(=O)(O)[O-].[Na+]. Product: [CH3:44][O:45][C:46]1[CH:47]=[C:48](/[CH:58]=[CH:59]/[C:60]([NH:34][NH:33][C:31](=[O:32])[CH:30]([C:35]2[CH:36]=[C:37]([F:43])[C:38]([F:42])=[C:39]([F:41])[CH:40]=2)[CH2:29][CH2:28][CH2:27][Cl:26])=[O:61])[CH:49]=[N:50][C:51]=1[N:52]1[CH:56]=[C:55]([CH3:57])[N:54]=[CH:53]1. The catalyst class is: 124. (8) Reactant: [CH3:1][O:2][C:3]1[CH:4]=[C:5]2[C:10](=[CH:11][CH:12]=1)[C:9](=[O:13])[CH2:8][CH2:7][CH2:6]2.C(NC(C)C)(C)C.[Li].C1(C)C=CC(S([Cl:31])(=O)=O)=CC=1. Product: [Cl:31][CH:8]1[CH2:7][CH2:6][C:5]2[C:10](=[CH:11][CH:12]=[C:3]([O:2][CH3:1])[CH:4]=2)[C:9]1=[O:13]. The catalyst class is: 1. (9) Reactant: [F:1][CH:2]([F:39])[O:3][C:4]1[CH:5]=[C:6]([C:10]2[CH:14]=[C:13]([C:15]([NH:17][C:18]3[CH:23]=[CH:22][C:21]([C@@H:24]4[O:29][CH2:28][CH2:27][N:26](C(OC(C)(C)C)=O)[CH2:25]4)=[CH:20][CH:19]=3)=[O:16])[N:12]([CH2:37][CH3:38])[N:11]=2)[CH:7]=[CH:8][CH:9]=1.[ClH:40].C(OCC)C. Product: [ClH:40].[F:39][CH:2]([F:1])[O:3][C:4]1[CH:5]=[C:6]([C:10]2[CH:14]=[C:13]([C:15]([NH:17][C:18]3[CH:19]=[CH:20][C:21]([C@@H:24]4[O:29][CH2:28][CH2:27][NH:26][CH2:25]4)=[CH:22][CH:23]=3)=[O:16])[N:12]([CH2:37][CH3:38])[N:11]=2)[CH:7]=[CH:8][CH:9]=1. The catalyst class is: 12. (10) Reactant: O1CCCC1.C[Si](C)(C(C)(C)C)[O:8][CH2:9][C@@H:10]1[C@@H:18]2[C@@H:13]([S:14][C@@H:15]([CH2:19][CH2:20][CH2:21][C:22]([O:24][CH3:25])=[O:23])[CH2:16][CH2:17]2)[CH2:12][C@H:11]1[O:26][CH:27]1[CH2:32][CH2:31][CH2:30][CH2:29][O:28]1.[F-].C([N+](CCCC)(CCCC)CCCC)CCC.O1CCCC1. Product: [OH:8][CH2:9][C@@H:10]1[C@@H:18]2[C@@H:13]([S:14][C@@H:15]([CH2:19][CH2:20][CH2:21][C:22]([O:24][CH3:25])=[O:23])[CH2:16][CH2:17]2)[CH2:12][C@H:11]1[O:26][CH:27]1[CH2:32][CH2:31][CH2:30][CH2:29][O:28]1. The catalyst class is: 13.